From a dataset of NCI-60 drug combinations with 297,098 pairs across 59 cell lines. Regression. Given two drug SMILES strings and cell line genomic features, predict the synergy score measuring deviation from expected non-interaction effect. (1) Drug 1: CN(C)C1=NC(=NC(=N1)N(C)C)N(C)C. Drug 2: CS(=O)(=O)CCNCC1=CC=C(O1)C2=CC3=C(C=C2)N=CN=C3NC4=CC(=C(C=C4)OCC5=CC(=CC=C5)F)Cl. Cell line: SF-539. Synergy scores: CSS=-3.17, Synergy_ZIP=1.83, Synergy_Bliss=0.978, Synergy_Loewe=-1.65, Synergy_HSA=-1.79. (2) Drug 1: CC12CCC(CC1=CCC3C2CCC4(C3CC=C4C5=CN=CC=C5)C)O. Drug 2: CC1CCCC2(C(O2)CC(NC(=O)CC(C(C(=O)C(C1O)C)(C)C)O)C(=CC3=CSC(=N3)C)C)C. Cell line: OVCAR3. Synergy scores: CSS=14.0, Synergy_ZIP=0.489, Synergy_Bliss=1.29, Synergy_Loewe=-0.472, Synergy_HSA=0.400. (3) Cell line: IGROV1. Synergy scores: CSS=46.2, Synergy_ZIP=-0.611, Synergy_Bliss=0.282, Synergy_Loewe=-29.2, Synergy_HSA=-1.56. Drug 1: CC1=C(C=C(C=C1)C(=O)NC2=CC(=CC(=C2)C(F)(F)F)N3C=C(N=C3)C)NC4=NC=CC(=N4)C5=CN=CC=C5. Drug 2: CC1C(C(CC(O1)OC2CC(CC3=C2C(=C4C(=C3O)C(=O)C5=CC=CC=C5C4=O)O)(C(=O)C)O)N)O. (4) Drug 1: CCC1=CC2CC(C3=C(CN(C2)C1)C4=CC=CC=C4N3)(C5=C(C=C6C(=C5)C78CCN9C7C(C=CC9)(C(C(C8N6C)(C(=O)OC)O)OC(=O)C)CC)OC)C(=O)OC.C(C(C(=O)O)O)(C(=O)O)O. Drug 2: CN(CC1=CN=C2C(=N1)C(=NC(=N2)N)N)C3=CC=C(C=C3)C(=O)NC(CCC(=O)O)C(=O)O. Cell line: MDA-MB-435. Synergy scores: CSS=50.2, Synergy_ZIP=-0.190, Synergy_Bliss=1.25, Synergy_Loewe=-9.36, Synergy_HSA=-0.0972. (5) Drug 1: CN1CCC(CC1)COC2=C(C=C3C(=C2)N=CN=C3NC4=C(C=C(C=C4)Br)F)OC. Drug 2: C1CN(P(=O)(OC1)NCCCl)CCCl. Cell line: NCIH23. Synergy scores: CSS=8.51, Synergy_ZIP=-1.40, Synergy_Bliss=2.59, Synergy_Loewe=-3.91, Synergy_HSA=1.68. (6) Drug 1: CC1=C(C=C(C=C1)NC(=O)C2=CC=C(C=C2)CN3CCN(CC3)C)NC4=NC=CC(=N4)C5=CN=CC=C5. Drug 2: C1CN(CCN1C(=O)CCBr)C(=O)CCBr. Cell line: NCIH23. Synergy scores: CSS=31.3, Synergy_ZIP=-11.6, Synergy_Bliss=-3.96, Synergy_Loewe=-1.60, Synergy_HSA=-0.610.